From a dataset of Full USPTO retrosynthesis dataset with 1.9M reactions from patents (1976-2016). Predict the reactants needed to synthesize the given product. (1) Given the product [F:1][C:2]1[CH:7]=[CH:6][CH:5]=[C:4]([F:8])[C:3]=1[C:9]1[C:18]2[CH:17]=[C:16]([CH2:19][F:20])[CH:15]=[CH:14][C:13]=2[C:12]2[NH:21][N:22]=[C:23]([NH:24][CH:25]3[CH2:30][CH2:29][N:28]([S:31]([CH3:34])(=[O:32])=[O:33])[CH2:27][CH2:26]3)[C:11]=2[N:10]=1, predict the reactants needed to synthesize it. The reactants are: [F:1][C:2]1[CH:7]=[CH:6][CH:5]=[C:4]([F:8])[C:3]=1[C:9]1[C:18]2[CH:17]=[C:16]([CH2:19][F:20])[CH:15]=[CH:14][C:13]=2[C:12]2=[N:21][N:22](COCC[Si](C)(C)C)[C:23]([NH:24][CH:25]3[CH2:30][CH2:29][N:28]([S:31]([CH3:34])(=[O:33])=[O:32])[CH2:27][CH2:26]3)=[C:11]2[N:10]=1.C(O)(C(F)(F)F)=O. (2) Given the product [Br:1][C:2]1[CH:7]=[CH:6][C:5]([N:8]2[CH2:12][CH2:11][N:10]([CH2:23][C:24]([F:27])([F:26])[F:25])[C:9]2=[O:13])=[C:4]([Cl:14])[CH:3]=1, predict the reactants needed to synthesize it. The reactants are: [Br:1][C:2]1[CH:7]=[CH:6][C:5]([N:8]2[CH2:12][CH2:11][NH:10][C:9]2=[O:13])=[C:4]([Cl:14])[CH:3]=1.[H-].[Na+].FC(F)(F)S(O[CH2:23][C:24]([F:27])([F:26])[F:25])(=O)=O.O. (3) Given the product [CH3:17][S:18]([C:21]1[CH:26]=[CH:25][C:24]([C:27]2[CH:32]=[CH:31][CH:30]=[CH:29][CH:28]=2)=[C:23]([C:33]([N:4]2[CH2:5][CH2:6][N:1]([C:7]3[N:8]=[CH:9][C:10]([C:13]([F:14])([F:16])[F:15])=[CH:11][N:12]=3)[CH2:2][CH2:3]2)=[O:34])[CH:22]=1)(=[O:19])=[O:20], predict the reactants needed to synthesize it. The reactants are: [N:1]1([C:7]2[N:12]=[CH:11][C:10]([C:13]([F:16])([F:15])[F:14])=[CH:9][N:8]=2)[CH2:6][CH2:5][NH:4][CH2:3][CH2:2]1.[CH3:17][S:18]([C:21]1[CH:22]=[C:23]([C:33](O)=[O:34])[C:24]([C:27]2[CH:32]=[CH:31][CH:30]=[CH:29][CH:28]=2)=[CH:25][CH:26]=1)(=[O:20])=[O:19]. (4) Given the product [Cl:1][C:2]1[CH:3]=[C:4]([NH:16][C:17]2[C:26]3[C:21](=[CH:22][C:23]([O:44][CH2:45][CH3:46])=[C:24]([NH:27][C:28](=[O:43])/[CH:29]=[CH:30]/[C@@H:31]4[CH2:35][CH2:34][CH2:33][NH:32]4)[CH:25]=3)[N:20]=[CH:19][C:18]=2[C:47]#[N:48])[CH:5]=[CH:6][C:7]=1[O:8][CH2:9][C:10]1[CH:15]=[CH:14][CH:13]=[CH:12][N:11]=1, predict the reactants needed to synthesize it. The reactants are: [Cl:1][C:2]1[CH:3]=[C:4]([NH:16][C:17]2[C:26]3[C:21](=[CH:22][C:23]([O:44][CH2:45][CH3:46])=[C:24]([NH:27][C:28](=[O:43])/[CH:29]=[CH:30]/[C@@H:31]4[CH2:35][CH2:34][CH2:33][N:32]4C(OC(C)(C)C)=O)[CH:25]=3)[N:20]=[CH:19][C:18]=2[C:47]#[N:48])[CH:5]=[CH:6][C:7]=1[O:8][CH2:9][C:10]1[CH:15]=[CH:14][CH:13]=[CH:12][N:11]=1. (5) Given the product [NH2:7][C:8]1[N:9]([CH3:25])[C:10](=[O:24])[C:11]([CH3:23])([CH3:22])[C@:12]([C:15]2[CH:20]=[C:19]([N+:27]([O-:29])=[O:28])[CH:18]=[CH:17][C:16]=2[F:21])([CH3:14])[N:13]=1, predict the reactants needed to synthesize it. The reactants are: C(OC(=O)[NH:7][C:8]1[N:9]([CH3:25])[C:10](=[O:24])[C:11]([CH3:23])([CH3:22])[C@:12]([C:15]2[CH:20]=[CH:19][CH:18]=[CH:17][C:16]=2[F:21])([CH3:14])[N:13]=1)(C)(C)C.[N+:27]([O-])([OH:29])=[O:28].[OH-].[Na+]. (6) The reactants are: [NH:1]1[CH2:6][CH2:5][NH:4][CH2:3][CH2:2]1.Cl[C:8]1[C:13]([Cl:14])=[CH:12][C:11]([C:15]([F:18])([F:17])[F:16])=[CH:10][N:9]=1. Given the product [Cl:14][C:13]1[C:8]([N:1]2[CH2:6][CH2:5][NH:4][CH2:3][CH2:2]2)=[N:9][CH:10]=[C:11]([C:15]([F:17])([F:16])[F:18])[CH:12]=1, predict the reactants needed to synthesize it.